The task is: Predict which catalyst facilitates the given reaction.. This data is from Catalyst prediction with 721,799 reactions and 888 catalyst types from USPTO. (1) Reactant: C[O:2][C:3]1[CH:4]=[C:5]2[C:10](=[CH:11][CH:12]=1)[CH:9]=[C:8]([C:13]1[O:14][C:15]3[CH:27]=[CH:26][CH:25]=[CH:24][C:16]=3[C:17]=1[C:18](=[O:23])[CH2:19][CH2:20][CH2:21][CH3:22])[CH:7]=[CH:6]2.B(Br)(Br)Br. Product: [OH:2][C:3]1[CH:4]=[C:5]2[C:10](=[CH:11][CH:12]=1)[CH:9]=[C:8]([C:13]1[O:14][C:15]3[CH:27]=[CH:26][CH:25]=[CH:24][C:16]=3[C:17]=1[C:18](=[O:23])[CH2:19][CH2:20][CH2:21][CH3:22])[CH:7]=[CH:6]2. The catalyst class is: 2. (2) Reactant: N(C(OC(C)C)=O)=NC(OC(C)C)=O.[CH2:15]([O:22][C:23]1[CH:28]=[CH:27][C:26]([OH:29])=[CH:25][CH:24]=1)[C:16]1[CH:21]=[CH:20][CH:19]=[CH:18][CH:17]=1.O[CH:31]1[CH2:36][CH2:35][N:34]([C:37]([O:39][C:40]([CH3:43])([CH3:42])[CH3:41])=[O:38])[CH2:33][CH2:32]1.C1(P(C2C=CC=CC=2)C2C=CC=CC=2)C=CC=CC=1. Product: [CH2:15]([O:22][C:23]1[CH:24]=[CH:25][C:26]([O:29][CH:31]2[CH2:36][CH2:35][N:34]([C:37]([O:39][C:40]([CH3:43])([CH3:42])[CH3:41])=[O:38])[CH2:33][CH2:32]2)=[CH:27][CH:28]=1)[C:16]1[CH:17]=[CH:18][CH:19]=[CH:20][CH:21]=1. The catalyst class is: 4.